From a dataset of NCI-60 drug combinations with 297,098 pairs across 59 cell lines. Regression. Given two drug SMILES strings and cell line genomic features, predict the synergy score measuring deviation from expected non-interaction effect. (1) Drug 1: CC1=C2C(C(=O)C3(C(CC4C(C3C(C(C2(C)C)(CC1OC(=O)C(C(C5=CC=CC=C5)NC(=O)OC(C)(C)C)O)O)OC(=O)C6=CC=CC=C6)(CO4)OC(=O)C)OC)C)OC. Drug 2: CC1=C2C(C(=O)C3(C(CC4C(C3C(C(C2(C)C)(CC1OC(=O)C(C(C5=CC=CC=C5)NC(=O)OC(C)(C)C)O)O)OC(=O)C6=CC=CC=C6)(CO4)OC(=O)C)O)C)O. Cell line: 786-0. Synergy scores: CSS=63.0, Synergy_ZIP=-1.36, Synergy_Bliss=-2.19, Synergy_Loewe=1.60, Synergy_HSA=4.25. (2) Drug 1: CCN(CC)CCNC(=O)C1=C(NC(=C1C)C=C2C3=C(C=CC(=C3)F)NC2=O)C. Drug 2: CC12CCC3C(C1CCC2O)C(CC4=C3C=CC(=C4)O)CCCCCCCCCS(=O)CCCC(C(F)(F)F)(F)F. Cell line: OVCAR-4. Synergy scores: CSS=-2.60, Synergy_ZIP=1.37, Synergy_Bliss=1.20, Synergy_Loewe=-4.46, Synergy_HSA=-2.95. (3) Drug 1: CC1C(C(CC(O1)OC2CC(OC(C2O)C)OC3=CC4=CC5=C(C(=O)C(C(C5)C(C(=O)C(C(C)O)O)OC)OC6CC(C(C(O6)C)O)OC7CC(C(C(O7)C)O)OC8CC(C(C(O8)C)O)(C)O)C(=C4C(=C3C)O)O)O)O. Drug 2: COCCOC1=C(C=C2C(=C1)C(=NC=N2)NC3=CC=CC(=C3)C#C)OCCOC.Cl. Cell line: DU-145. Synergy scores: CSS=17.1, Synergy_ZIP=1.13, Synergy_Bliss=3.18, Synergy_Loewe=-17.0, Synergy_HSA=-0.568. (4) Drug 1: C1C(C(OC1N2C=C(C(=O)NC2=O)F)CO)O. Drug 2: CC(C)NC(=O)C1=CC=C(C=C1)CNNC.Cl. Cell line: UO-31. Synergy scores: CSS=25.6, Synergy_ZIP=-10.3, Synergy_Bliss=0.153, Synergy_Loewe=-21.4, Synergy_HSA=0.763. (5) Drug 1: CC(C)NC(=O)C1=CC=C(C=C1)CNNC.Cl. Drug 2: N.N.Cl[Pt+2]Cl. Cell line: UO-31. Synergy scores: CSS=27.8, Synergy_ZIP=-8.14, Synergy_Bliss=-0.769, Synergy_Loewe=-6.31, Synergy_HSA=0.0533. (6) Drug 1: CC1=CC=C(C=C1)C2=CC(=NN2C3=CC=C(C=C3)S(=O)(=O)N)C(F)(F)F. Drug 2: C1C(C(OC1N2C=NC3=C2NC=NCC3O)CO)O. Cell line: SNB-75. Synergy scores: CSS=-0.411, Synergy_ZIP=-0.647, Synergy_Bliss=-1.10, Synergy_Loewe=-1.19, Synergy_HSA=-1.04. (7) Drug 1: CS(=O)(=O)CCNCC1=CC=C(O1)C2=CC3=C(C=C2)N=CN=C3NC4=CC(=C(C=C4)OCC5=CC(=CC=C5)F)Cl. Drug 2: C1CN1C2=NC(=NC(=N2)N3CC3)N4CC4. Cell line: SF-268. Synergy scores: CSS=18.7, Synergy_ZIP=-8.97, Synergy_Bliss=-0.0169, Synergy_Loewe=-14.1, Synergy_HSA=-1.53. (8) Drug 2: CC1=C(C=C(C=C1)C(=O)NC2=CC(=CC(=C2)C(F)(F)F)N3C=C(N=C3)C)NC4=NC=CC(=N4)C5=CN=CC=C5. Cell line: IGROV1. Synergy scores: CSS=0.0410, Synergy_ZIP=0.509, Synergy_Bliss=-0.0836, Synergy_Loewe=-2.62, Synergy_HSA=-2.41. Drug 1: C1=NC2=C(N=C(N=C2N1C3C(C(C(O3)CO)O)O)F)N. (9) Drug 1: C1CCC(C1)C(CC#N)N2C=C(C=N2)C3=C4C=CNC4=NC=N3. Drug 2: CC1C(C(CC(O1)OC2CC(CC3=C2C(=C4C(=C3O)C(=O)C5=C(C4=O)C(=CC=C5)OC)O)(C(=O)CO)O)N)O.Cl. Cell line: MDA-MB-435. Synergy scores: CSS=42.3, Synergy_ZIP=8.57, Synergy_Bliss=3.86, Synergy_Loewe=-35.8, Synergy_HSA=-0.108. (10) Drug 1: CC1=C2C(C(=O)C3(C(CC4C(C3C(C(C2(C)C)(CC1OC(=O)C(C(C5=CC=CC=C5)NC(=O)C6=CC=CC=C6)O)O)OC(=O)C7=CC=CC=C7)(CO4)OC(=O)C)O)C)OC(=O)C. Drug 2: CCC1=C2CN3C(=CC4=C(C3=O)COC(=O)C4(CC)O)C2=NC5=C1C=C(C=C5)O. Cell line: SF-539. Synergy scores: CSS=47.0, Synergy_ZIP=3.03, Synergy_Bliss=6.72, Synergy_Loewe=-4.85, Synergy_HSA=5.61.